This data is from Peptide-MHC class I binding affinity with 185,985 pairs from IEDB/IMGT. The task is: Regression. Given a peptide amino acid sequence and an MHC pseudo amino acid sequence, predict their binding affinity value. This is MHC class I binding data. (1) The peptide sequence is RELKCGSGIF. The MHC is HLA-B44:02 with pseudo-sequence HLA-B44:02. The binding affinity (normalized) is 0.630. (2) The peptide sequence is YNRNIVNRLL. The MHC is H-2-Kd with pseudo-sequence H-2-Kd. The binding affinity (normalized) is 0.